Dataset: Reaction yield outcomes from USPTO patents with 853,638 reactions. Task: Predict the reaction yield, written as a fraction of the theoretical maximum amount of product (1.0 means a 100% yield; for example, 0.34 means a 34% yield). The reactants are Br[C:2]1[CH:22]=[CH:21][C:5]([C:6]([N:8]2[CH2:13][CH2:12][N:11]([C:14]([O:16][C:17]([CH3:20])([CH3:19])[CH3:18])=[O:15])[CH2:10][CH2:9]2)=[O:7])=[C:4]([F:23])[CH:3]=1.[Cl:24][C:25]1[CH:30]=[CH:29][C:28](B(O)O)=[C:27]([F:34])[CH:26]=1.C(=O)([O-])[O-].[Na+].[Na+].C(O)C. The catalyst is C1(C)C=CC=CC=1.O.C1C=CC([P]([Pd]([P](C2C=CC=CC=2)(C2C=CC=CC=2)C2C=CC=CC=2)([P](C2C=CC=CC=2)(C2C=CC=CC=2)C2C=CC=CC=2)[P](C2C=CC=CC=2)(C2C=CC=CC=2)C2C=CC=CC=2)(C2C=CC=CC=2)C2C=CC=CC=2)=CC=1. The product is [Cl:24][C:25]1[CH:30]=[CH:29][C:28]([C:2]2[CH:22]=[CH:21][C:5]([C:6]([N:8]3[CH2:13][CH2:12][N:11]([C:14]([O:16][C:17]([CH3:20])([CH3:19])[CH3:18])=[O:15])[CH2:10][CH2:9]3)=[O:7])=[C:4]([F:23])[CH:3]=2)=[C:27]([F:34])[CH:26]=1. The yield is 0.890.